From a dataset of Peptide-MHC class II binding affinity with 134,281 pairs from IEDB. Regression. Given a peptide amino acid sequence and an MHC pseudo amino acid sequence, predict their binding affinity value. This is MHC class II binding data. The peptide sequence is AGLGLRSAISSGLGS. The MHC is HLA-DQA10501-DQB10201 with pseudo-sequence HLA-DQA10501-DQB10201. The binding affinity (normalized) is 0.197.